Predict the product of the given reaction. From a dataset of Forward reaction prediction with 1.9M reactions from USPTO patents (1976-2016). (1) Given the reactants [C:1]1([C:17]2[CH:22]=[CH:21][CH:20]=[CH:19][CH:18]=2)[CH:6]=[CH:5][CH:4]=[CH:3][C:2]=1[C:7]([N:9]1[CH2:13][C@H:12]([OH:14])[CH2:11][C@H:10]1[CH2:15]O)=[O:8].[C:23]1(=[O:33])[NH:27][C:26](=[O:28])[C:25]2=[CH:29][CH:30]=[CH:31][CH:32]=[C:24]12.[C:34]1([P:40]([C:47]2[CH:52]=[CH:51][CH:50]=[CH:49][CH:48]=2)[C:41]2[CH:46]=[CH:45][CH:44]=[CH:43][CH:42]=2)[CH:39]=[CH:38][CH:37]=[CH:36][CH:35]=1.CC([O:56]C(/N=N/C(OC(C)C)=O)=O)C, predict the reaction product. The product is: [C:1]1([C:17]2[CH:22]=[CH:21][CH:20]=[CH:19][CH:18]=2)[C:2]([C:7]([N:9]2[CH2:13][C@H:12]([OH:14])[CH2:11][C@H:10]2[CH2:15][N:27]2[C:23](=[O:33])[C:24]3[C:25](=[CH:29][CH:30]=[CH:31][CH:32]=3)[C:26]2=[O:28])=[O:8])=[CH:3][CH:4]=[CH:5][CH:6]=1.[C:47]1([P:40](=[O:56])([C:34]2[CH:35]=[CH:36][CH:37]=[CH:38][CH:39]=2)[C:41]2[CH:46]=[CH:45][CH:44]=[CH:43][CH:42]=2)[CH:48]=[CH:49][CH:50]=[CH:51][CH:52]=1. (2) The product is: [CH3:17][O:16][C:13]1[CH:14]=[CH:15][C:10]([N:9]([C:6]2[CH:5]=[CH:4][C:3]([O:2][CH3:1])=[CH:8][CH:7]=2)[C:19]2[CH:24]=[CH:23][CH:22]=[CH:21][CH:20]=2)=[CH:11][CH:12]=1. Given the reactants [CH3:1][O:2][C:3]1[CH:8]=[CH:7][C:6]([NH:9][C:10]2[CH:15]=[CH:14][C:13]([O:16][CH3:17])=[CH:12][CH:11]=2)=[CH:5][CH:4]=1.I[C:19]1[CH:24]=[CH:23][CH:22]=[CH:21][CH:20]=1.C(O[Na])(C)(C)C, predict the reaction product. (3) Given the reactants [N:1]1([C:7]([N:9]2[CH2:14][CH:13]([C:15]3[CH:20]=[CH:19][C:18]([C:21]([F:24])([F:23])[F:22])=[CH:17][CH:16]=3)[CH2:12][CH:11]([C:25](=[S:27])[NH2:26])[CH2:10]2)=[O:8])[CH2:6][CH2:5][O:4][CH2:3][CH2:2]1.Cl.Br[CH2:30][C:31]([C:33]1[CH:34]=[N:35][CH:36]=[CH:37][C:38]=1[CH3:39])=O, predict the reaction product. The product is: [CH3:39][C:38]1[CH:37]=[CH:36][N:35]=[CH:34][C:33]=1[C:31]1[N:26]=[C:25]([CH:11]2[CH2:12][CH:13]([C:15]3[CH:20]=[CH:19][C:18]([C:21]([F:22])([F:23])[F:24])=[CH:17][CH:16]=3)[CH2:14][N:9]([C:7]([N:1]3[CH2:6][CH2:5][O:4][CH2:3][CH2:2]3)=[O:8])[CH2:10]2)[S:27][CH:30]=1.